From a dataset of Forward reaction prediction with 1.9M reactions from USPTO patents (1976-2016). Predict the product of the given reaction. (1) Given the reactants [CH:1]1([CH2:5][OH:6])[CH2:4][CH2:3][CH2:2]1.C(Cl)Cl.[C:10](Cl)(Cl)=[O:11].C1(C)C=CC=CC=1.[NH:21]1[CH2:26][CH2:25][CH:24]([N:27]2[CH2:30][C:29]([CH2:53][C:54]#[N:55])([N:31]3[CH:35]=[C:34]([C:36]4[C:37]5[CH:44]=[CH:43][N:42](COCC[Si](C)(C)C)[C:38]=5[N:39]=[CH:40][N:41]=4)[CH:33]=[N:32]3)[CH2:28]2)[CH2:23][CH2:22]1.C(N(CC)C(C)C)(C)C.C(N)CN, predict the reaction product. The product is: [C:54]([CH2:53][C:29]1([N:31]2[CH:35]=[C:34]([C:36]3[C:37]4[CH:44]=[CH:43][NH:42][C:38]=4[N:39]=[CH:40][N:41]=3)[CH:33]=[N:32]2)[CH2:30][N:27]([CH:24]2[CH2:25][CH2:26][N:21]([C:10]([O:6][CH2:5][CH:1]3[CH2:4][CH2:3][CH2:2]3)=[O:11])[CH2:22][CH2:23]2)[CH2:28]1)#[N:55]. (2) Given the reactants C([O:5][C:6](=[O:22])[NH:7][C:8]1[CH:13]=[CH:12][CH:11]=[C:10]([C:14]2[CH:19]=[CH:18][C:17]([C:20]#[N:21])=[CH:16][CH:15]=2)[N:9]=1)(C)(C)C, predict the reaction product. The product is: [NH2:21][CH2:20][C:17]1[CH:18]=[CH:19][C:14]([C:10]2[N:9]=[C:8]([NH:7][C:6](=[O:5])[OH:22])[CH:13]=[CH:12][CH:11]=2)=[CH:15][CH:16]=1. (3) Given the reactants [OH:1][C:2]1[CH:13]=[CH:12][C:5]([C:6](N(OC)C)=[O:7])=[CH:4][C:3]=1[CH2:14][N:15]1[CH2:20][CH2:19][O:18][CH2:17][CH2:16]1, predict the reaction product. The product is: [OH:1][C:2]1[CH:13]=[CH:12][C:5]([CH:6]=[O:7])=[CH:4][C:3]=1[CH2:14][N:15]1[CH2:16][CH2:17][O:18][CH2:19][CH2:20]1.